Dataset: Forward reaction prediction with 1.9M reactions from USPTO patents (1976-2016). Task: Predict the product of the given reaction. Given the reactants [C:1]1([CH2:10][C:11]#[N:12])[CH:6]=[CH:5][C:4]([CH2:7][C:8]#[N:9])=[CH:3][CH:2]=1.[H][H], predict the reaction product. The product is: [NH2:9][CH2:8][CH2:7][C:4]1[CH:5]=[CH:6][C:1]([CH2:10][CH2:11][NH2:12])=[CH:2][CH:3]=1.[NH2:9][CH2:8][CH2:7][CH:4]1[CH2:5][CH2:6][CH:1]([CH2:10][CH2:11][NH2:12])[CH2:2][CH2:3]1.